Dataset: Reaction yield outcomes from USPTO patents with 853,638 reactions. Task: Predict the reaction yield, written as a fraction of the theoretical maximum amount of product (1.0 means a 100% yield; for example, 0.34 means a 34% yield). (1) The reactants are C([O:8][CH2:9][C:10]([NH:18][C:19](=[O:35])[C:20]1[CH:25]=[C:24]([O:26][CH2:27][C:28]([F:31])([F:30])[F:29])[C:23]([CH:32]2[CH2:34][CH2:33]2)=[CH:22][N:21]=1)([C:12]1[N:16]=[C:15]([CH3:17])[O:14][N:13]=1)[CH3:11])C1C=CC=CC=1.B(Br)(Br)Br. The catalyst is C(Cl)Cl. The product is [CH:32]1([C:23]2[C:24]([O:26][CH2:27][C:28]([F:29])([F:31])[F:30])=[CH:25][C:20]([C:19]([NH:18][C:10]([C:12]3[N:16]=[C:15]([CH3:17])[O:14][N:13]=3)([CH3:11])[CH2:9][OH:8])=[O:35])=[N:21][CH:22]=2)[CH2:34][CH2:33]1. The yield is 0.920. (2) The reactants are F[C:2]1[CH:7]=[CH:6][C:5]([C:8]2[O:9][C:10]([C:13]3[C:14]([C:19]4[CH:24]=[CH:23][CH:22]=[CH:21][CH:20]=4)=[N:15][O:16][C:17]=3[CH3:18])=[N:11][N:12]=2)=[C:4]([O:25][CH3:26])[CH:3]=1.[NH:27]1[CH:31]=[CH:30][N:29]=[N:28]1.C(=O)([O-])[O-].[K+].[K+]. No catalyst specified. The product is [CH3:26][O:25][C:4]1[CH:3]=[C:2]([N:28]2[N:29]=[CH:30][CH:31]=[N:27]2)[CH:7]=[CH:6][C:5]=1[C:8]1[O:9][C:10]([C:13]2[C:14]([C:19]3[CH:20]=[CH:21][CH:22]=[CH:23][CH:24]=3)=[N:15][O:16][C:17]=2[CH3:18])=[N:11][N:12]=1. The yield is 0.150. (3) The reactants are Cl[C:2]1[C:11]([CH3:12])=[CH:10][C:9]2[C:4](=[CH:5][CH:6]=[C:7]([O:13][CH3:14])[CH:8]=2)[N:3]=1.[CH3:15][O:16][C:17]([C:19]1[CH:24]=[CH:23][C:22](B(O)O)=[CH:21][CH:20]=1)=[O:18].CN(C=O)C. The catalyst is O.C1C=CC(P(C2C=CC=CC=2)[C-]2C=CC=C2)=CC=1.C1C=CC(P(C2C=CC=CC=2)[C-]2C=CC=C2)=CC=1.Cl[Pd]Cl.[Fe+2]. The product is [CH3:14][O:13][C:7]1[CH:8]=[C:9]2[C:4](=[CH:5][CH:6]=1)[N:3]=[C:2]([C:22]1[CH:23]=[CH:24][C:19]([C:17]([O:16][CH3:15])=[O:18])=[CH:20][CH:21]=1)[C:11]([CH3:12])=[CH:10]2. The yield is 0.250. (4) The reactants are [NH:1]1[CH:8]=[CH:7][C:5]([NH2:6])=[N:4][C:2]1=[O:3].C/C(/O[Si](C)(C)C)=N\[Si](C)(C)C.C(O[C@@H:30]1[O:52][C@H:51]([CH2:53][O:54][C:55](=O)[C:56]2[CH:61]=[CH:60][CH:59]=[CH:58][CH:57]=2)[C@@H:41]([O:42][C:43](=[O:50])[C:44]2[CH:49]=[CH:48][CH:47]=[CH:46][CH:45]=2)[C@@:31]1([CH3:63])[O:32][C:33](=[O:40])[C:34]1[CH:39]=[CH:38][CH:37]=[CH:36][CH:35]=1)(=O)C1C=CC=CC=1.[Sn](Cl)(Cl)(Cl)Cl. The catalyst is C(#N)C. The product is [NH2:6][C:5]1[CH:7]=[CH:8][N:1]([CH:30]2[C:31]([O:32][C:33](=[O:40])[C:34]3[CH:35]=[CH:36][CH:37]=[CH:38][CH:39]=3)([CH3:63])[CH:41]([O:42][C:43](=[O:50])[C:44]3[CH:45]=[CH:46][CH:47]=[CH:48][CH:49]=3)[CH:51]([CH2:53][O:54][CH2:55][C:56]3[CH:57]=[CH:58][CH:59]=[CH:60][CH:61]=3)[O:52]2)[C:2](=[O:3])[N:4]=1. The yield is 1.00. (5) The reactants are [Cl:1][C:2]1[CH:11]=[C:10]([CH2:12][OH:13])[CH:9]=[CH:8][C:3]=1[C:4]([O:6][CH3:7])=[O:5]. The catalyst is ClCCl.[O-2].[Mn+2]. The product is [Cl:1][C:2]1[CH:11]=[C:10]([CH:12]=[O:13])[CH:9]=[CH:8][C:3]=1[C:4]([O:6][CH3:7])=[O:5]. The yield is 0.610. (6) The reactants are [C:1]([C:4]1[C:12]2[O:11][CH2:10][CH:9]([C:13]3[CH:18]=[CH:17][C:16]([CH:19]([CH3:21])[CH3:20])=[CH:15][CH:14]=3)[C:8]=2[C:7]([CH3:22])=[C:6]([NH:23][C:24](=[O:30])[CH2:25][C:26]([CH3:29])([CH3:28])[CH3:27])[C:5]=1[CH3:31])(=[O:3])[CH3:2].[C:32](OCC)(=O)C.CCCCCC. No catalyst specified. The product is [OH:3][C:1]([C:4]1[C:12]2[O:11][CH2:10][CH:9]([C:13]3[CH:18]=[CH:17][C:16]([CH:19]([CH3:20])[CH3:21])=[CH:15][CH:14]=3)[C:8]=2[C:7]([CH3:22])=[C:6]([NH:23][C:24](=[O:30])[CH2:25][C:26]([CH3:29])([CH3:28])[CH3:27])[C:5]=1[CH3:31])([CH3:32])[CH3:2]. The yield is 0.340. (7) The reactants are [N:1]([CH:4]([C:6]1[CH:11]=[CH:10][C:9]([F:12])=[CH:8][N:7]=1)[CH3:5])=[N+]=[N-]. The catalyst is CO.[Pd]. The product is [F:12][C:9]1[CH:10]=[CH:11][C:6]([CH:4]([NH2:1])[CH3:5])=[N:7][CH:8]=1. The yield is 0.990.